From a dataset of Retrosynthesis with 50K atom-mapped reactions and 10 reaction types from USPTO. Predict the reactants needed to synthesize the given product. (1) Given the product CC(C)(C)OC(=O)CCc1ccc(O[Si](c2ccccc2)(c2ccccc2)C(C)(C)C)cc1COc1ccc(C(F)(F)F)cc1, predict the reactants needed to synthesize it. The reactants are: CC(C)(C)OC(=O)CCc1ccc(O[Si](c2ccccc2)(c2ccccc2)C(C)(C)C)cc1CBr.Oc1ccc(C(F)(F)F)cc1. (2) Given the product CC(C)NC[C@H]1C[C@@H](n2ccc3c(NC4CC4)ncnc32)[C@@H]2OC(C)(C)O[C@@H]21, predict the reactants needed to synthesize it. The reactants are: CC(=O)O[BH-](OC(C)=O)OC(C)=O.CC1(C)O[C@@H]2[C@H](O1)[C@@H](CN)C[C@H]2n1ccc2c(NC3CC3)ncnc21. (3) Given the product COc1cnc(NS(C)(=O)=O)c2c1C(=O)N(Cc1ccc(F)cc1)CC2, predict the reactants needed to synthesize it. The reactants are: COc1cnc(N)c2c1C(=O)N(Cc1ccc(F)cc1)CC2.CS(=O)(=O)Cl. (4) Given the product CCCN(CCCF)C(=O)C1=Cc2ccc(Br)cc2N=C(NC(=O)OC(C)(C)C)C1, predict the reactants needed to synthesize it. The reactants are: CC(C)(C)OC(=O)NC1=Nc2cc(Br)ccc2C=C(C(=O)O)C1.CCCNCCCF. (5) Given the product CCOC(=O)c1ccc(-c2ccc(O)cc2)cc1, predict the reactants needed to synthesize it. The reactants are: CCO.O=C(O)c1ccc(-c2ccc(O)cc2)cc1. (6) Given the product CN(C)CCCS(=O)(=O)N1CCC(c2c[nH]c3c(C(N)=O)cc(-c4cccc(CO)c4)cc23)CC1, predict the reactants needed to synthesize it. The reactants are: CN(C)CCCS(=O)(=O)N1CCC(c2c[nH]c3c(C(N)=O)cc(Br)cc23)CC1.OCc1cccc(B(O)O)c1. (7) Given the product Cc1ccc2nnc(Sc3ccc4ncc(-c5cnn(C6CNC6)c5)cc4c3)n2n1, predict the reactants needed to synthesize it. The reactants are: Cc1ccc2nnc(Sc3ccc4ncc(-c5cnn(C6CN(C(=O)OC(C)(C)C)C6)c5)cc4c3)n2n1. (8) Given the product CCc1nc(I)cn1CCNC(=O)OC(C)(C)C, predict the reactants needed to synthesize it. The reactants are: CCc1nc(I)c(I)n1CCNC(=O)OC(C)(C)C. (9) The reactants are: COC(=O)c1ccc2c(c1)CC(Nc1ccnc(Cl)c1)CC2. Given the product COC(=O)c1ccc2c(c1)CC(Nc1ccncc1)CC2, predict the reactants needed to synthesize it. (10) Given the product COc1cccc(CC(=O)Nc2cc(-n3cccn3)nc(-c3ccco3)n2)c1, predict the reactants needed to synthesize it. The reactants are: COc1cccc(CC(=O)Cl)c1.Nc1cc(-n2cccn2)nc(-c2ccco2)n1.